This data is from NCI-60 drug combinations with 297,098 pairs across 59 cell lines. The task is: Regression. Given two drug SMILES strings and cell line genomic features, predict the synergy score measuring deviation from expected non-interaction effect. Drug 1: CN(CC1=CN=C2C(=N1)C(=NC(=N2)N)N)C3=CC=C(C=C3)C(=O)NC(CCC(=O)O)C(=O)O. Drug 2: C(CCl)NC(=O)N(CCCl)N=O. Cell line: NCI-H322M. Synergy scores: CSS=27.6, Synergy_ZIP=0.365, Synergy_Bliss=-1.27, Synergy_Loewe=-55.9, Synergy_HSA=-3.46.